This data is from Forward reaction prediction with 1.9M reactions from USPTO patents (1976-2016). The task is: Predict the product of the given reaction. Given the reactants Br[C:2]1[CH:3]=[CH:4][C:5]([N+:8]([O-:10])=[O:9])=[N:6][CH:7]=1.[N:11]1([C:17]([O:19][C:20]([CH3:23])([CH3:22])[CH3:21])=[O:18])[CH2:16][CH2:15][NH:14][CH2:13][CH2:12]1.[I+].C([N+](CCCC)(CCCC)CCCC)CCC.C(=O)([O-])[O-].[K+].[K+], predict the reaction product. The product is: [N+:8]([C:5]1[N:6]=[CH:7][C:2]([N:14]2[CH2:13][CH2:12][N:11]([C:17]([O:19][C:20]([CH3:23])([CH3:22])[CH3:21])=[O:18])[CH2:16][CH2:15]2)=[CH:3][CH:4]=1)([O-:10])=[O:9].